This data is from Catalyst prediction with 721,799 reactions and 888 catalyst types from USPTO. The task is: Predict which catalyst facilitates the given reaction. Reactant: [Br:1][C:2]1[CH:9]=[CH:8][C:7]([OH:10])=[CH:6][C:3]=1[CH:4]=[O:5].Cl.Cl[CH2:13][CH2:14][N:15]1[CH2:20][CH2:19][O:18][CH2:17][CH2:16]1.C([O-])([O-])=O.[K+].[K+]. Product: [Br:1][C:2]1[CH:9]=[CH:8][C:7]([O:10][CH2:13][CH2:14][N:15]2[CH2:20][CH2:19][O:18][CH2:17][CH2:16]2)=[CH:6][C:3]=1[CH:4]=[O:5]. The catalyst class is: 3.